From a dataset of NCI-60 drug combinations with 297,098 pairs across 59 cell lines. Regression. Given two drug SMILES strings and cell line genomic features, predict the synergy score measuring deviation from expected non-interaction effect. (1) Drug 1: CC1CCC2CC(C(=CC=CC=CC(CC(C(=O)C(C(C(=CC(C(=O)CC(OC(=O)C3CCCCN3C(=O)C(=O)C1(O2)O)C(C)CC4CCC(C(C4)OC)OCCO)C)C)O)OC)C)C)C)OC. Drug 2: CCC1(CC2CC(C3=C(CCN(C2)C1)C4=CC=CC=C4N3)(C5=C(C=C6C(=C5)C78CCN9C7C(C=CC9)(C(C(C8N6C)(C(=O)OC)O)OC(=O)C)CC)OC)C(=O)OC)O.OS(=O)(=O)O. Cell line: SNB-19. Synergy scores: CSS=12.4, Synergy_ZIP=0.103, Synergy_Bliss=2.88, Synergy_Loewe=3.85, Synergy_HSA=3.16. (2) Drug 1: CC12CCC(CC1=CCC3C2CCC4(C3CC=C4C5=CN=CC=C5)C)O. Drug 2: COC1=CC(=CC(=C1O)OC)C2C3C(COC3=O)C(C4=CC5=C(C=C24)OCO5)OC6C(C(C7C(O6)COC(O7)C8=CC=CS8)O)O. Cell line: RPMI-8226. Synergy scores: CSS=50.5, Synergy_ZIP=-4.87, Synergy_Bliss=-4.51, Synergy_Loewe=-12.9, Synergy_HSA=-2.59.